This data is from Reaction yield outcomes from USPTO patents with 853,638 reactions. The task is: Predict the reaction yield, written as a fraction of the theoretical maximum amount of product (1.0 means a 100% yield; for example, 0.34 means a 34% yield). (1) The reactants are [Cl:1][C:2]1[S:6][C:5]([S:7]([NH:10][CH:11]([C:17]2[N:21]([C:22]3[CH:27]=[CH:26][C:25]([O:28]C)=[CH:24][CH:23]=3)[N:20]=[CH:19][CH:18]=2)[CH:12]([CH2:15][CH3:16])[CH2:13][CH3:14])(=[O:9])=[O:8])=[CH:4][CH:3]=1.B(Br)(Br)Br.O. The catalyst is C(Cl)Cl. The yield is 0.340. The product is [Cl:1][C:2]1[S:6][C:5]([S:7]([NH:10][CH:11]([C:17]2[N:21]([C:22]3[CH:23]=[CH:24][C:25]([OH:28])=[CH:26][CH:27]=3)[N:20]=[CH:19][CH:18]=2)[CH:12]([CH2:15][CH3:16])[CH2:13][CH3:14])(=[O:8])=[O:9])=[CH:4][CH:3]=1. (2) The reactants are Cl[C:2]1[N:3]=[N:4][CH:5]=[C:6]([C:8]([N:10]2[CH2:15][CH2:14][CH2:13][CH:12]([C:16]3[CH:21]=[CH:20][C:19]([C:22]([F:25])([F:24])[F:23])=[CH:18][C:17]=3[O:26][CH3:27])[CH2:11]2)=[O:9])[CH:7]=1.[CH3:28][NH2:29]. The catalyst is C1COCC1. The product is [CH3:27][O:26][C:17]1[CH:18]=[C:19]([C:22]([F:25])([F:24])[F:23])[CH:20]=[CH:21][C:16]=1[CH:12]1[CH2:13][CH2:14][CH2:15][N:10]([C:8]([C:6]2[CH:7]=[C:2]([NH:29][CH3:28])[N:3]=[N:4][CH:5]=2)=[O:9])[CH2:11]1. The yield is 0.450. (3) The reactants are [Na].[CH3:2][C:3]1[CH:12]=[C:11]([CH2:13][O:14][C:15]2[CH:20]=[CH:19][C:18]([S:21]([OH:24])(=O)=[O:22])=[CH:17][CH:16]=2)[C:10]2[C:5](=[CH:6][CH:7]=[CH:8][CH:9]=2)[N:4]=1.C(Cl)(=O)C([Cl:28])=O. The catalyst is CN(C)C=O.ClCCl. The product is [ClH:28].[CH3:2][C:3]1[CH:12]=[C:11]([CH2:13][O:14][C:15]2[CH:20]=[CH:19][C:18]([S:21]([Cl:28])(=[O:24])=[O:22])=[CH:17][CH:16]=2)[C:10]2[C:5](=[CH:6][CH:7]=[CH:8][CH:9]=2)[N:4]=1. The yield is 0.920. (4) The reactants are [C:1]([O:5][C:6]([N:8]1[CH2:12][CH2:11][C@H:10]([NH:13][C:14]2[C:15]3[CH2:23][N:22](CC4C=CC=CC=4)[CH2:21][CH2:20][C:16]=3[N:17]=[CH:18][N:19]=2)[CH2:9]1)=[O:7])([CH3:4])([CH3:3])[CH3:2].C([O-])=O.[NH4+].C([O-])(O)=O.[Na+]. The catalyst is CO.C(Cl)Cl.CCOC(C)=O.[OH-].[OH-].[Pd+2]. The product is [C:1]([O:5][C:6]([N:8]1[CH2:12][CH2:11][C@H:10]([NH:13][C:14]2[C:15]3[CH2:23][NH:22][CH2:21][CH2:20][C:16]=3[N:17]=[CH:18][N:19]=2)[CH2:9]1)=[O:7])([CH3:4])([CH3:2])[CH3:3]. The yield is 0.660. (5) The reactants are [F:1][C:2]1[CH:3]=[C:4]([CH2:9][C:10]([C:12]2[CH:17]=[CH:16][CH:15]=[CH:14][CH:13]=2)=O)[CH:5]=[CH:6][C:7]=1[F:8].[CH2:18]([O:20][C:21]1[CH:22]=[C:23]([CH:26]=[C:27]([N+:30]([O-:32])=[O:31])[C:28]=1[OH:29])[CH:24]=O)[CH3:19].[NH2:33][C:34]([NH2:36])=[O:35].Cl. The catalyst is C(O)C. The product is [F:1][C:2]1[CH:3]=[C:4]([C:9]2[CH:24]([C:23]3[CH:26]=[C:27]([N+:30]([O-:32])=[O:31])[C:28]([OH:29])=[C:21]([O:20][CH2:18][CH3:19])[CH:22]=3)[NH:33][C:34](=[O:35])[NH:36][C:10]=2[C:12]2[CH:17]=[CH:16][CH:15]=[CH:14][CH:13]=2)[CH:5]=[CH:6][C:7]=1[F:8]. The yield is 0.433.